From a dataset of NCI-60 drug combinations with 297,098 pairs across 59 cell lines. Regression. Given two drug SMILES strings and cell line genomic features, predict the synergy score measuring deviation from expected non-interaction effect. (1) Drug 1: C1CCC(CC1)NC(=O)N(CCCl)N=O. Drug 2: CC1=C2C(C(=O)C3(C(CC4C(C3C(C(C2(C)C)(CC1OC(=O)C(C(C5=CC=CC=C5)NC(=O)OC(C)(C)C)O)O)OC(=O)C6=CC=CC=C6)(CO4)OC(=O)C)O)C)O. Cell line: LOX IMVI. Synergy scores: CSS=47.5, Synergy_ZIP=-4.47, Synergy_Bliss=-1.93, Synergy_Loewe=0.282, Synergy_HSA=2.91. (2) Drug 1: COC1=CC(=CC(=C1O)OC)C2C3C(COC3=O)C(C4=CC5=C(C=C24)OCO5)OC6C(C(C7C(O6)COC(O7)C8=CC=CS8)O)O. Drug 2: C1=CC=C(C=C1)NC(=O)CCCCCCC(=O)NO. Cell line: SN12C. Synergy scores: CSS=51.2, Synergy_ZIP=0.990, Synergy_Bliss=4.83, Synergy_Loewe=-7.73, Synergy_HSA=6.78. (3) Drug 1: CC1=C(C=C(C=C1)C(=O)NC2=CC(=CC(=C2)C(F)(F)F)N3C=C(N=C3)C)NC4=NC=CC(=N4)C5=CN=CC=C5. Drug 2: C1=CC=C(C=C1)NC(=O)CCCCCCC(=O)NO. Cell line: HCT-15. Synergy scores: CSS=1.25, Synergy_ZIP=-0.415, Synergy_Bliss=-0.294, Synergy_Loewe=-2.42, Synergy_HSA=-2.20.